This data is from Forward reaction prediction with 1.9M reactions from USPTO patents (1976-2016). The task is: Predict the product of the given reaction. (1) The product is: [C:15]([O:19][C:20]([N:22]1[CH2:30][CH2:29][CH2:28][CH:24]([C:25]([O:27][CH2:1][C:2]2[CH:7]=[CH:6][CH:5]=[CH:4][CH:3]=2)=[O:26])[CH2:23]1)=[O:21])([CH3:18])([CH3:16])[CH3:17]. Given the reactants [CH2:1](Br)[C:2]1[CH:7]=[CH:6][CH:5]=[CH:4][CH:3]=1.C(=O)([O-])[O-].[K+].[K+].[C:15]([O:19][C:20]([N:22]1[CH2:30][CH2:29][CH2:28][CH:24]([C:25]([OH:27])=[O:26])[CH2:23]1)=[O:21])([CH3:18])([CH3:17])[CH3:16].O, predict the reaction product. (2) Given the reactants C(=O)([O-])[O-].[Na+].[Na+].Br[C:8]1[CH:13]=[CH:12][C:11]([C:14]2([C:17]([O:19][C:20]([CH3:23])([CH3:22])[CH3:21])=[O:18])[CH2:16][CH2:15]2)=[CH:10][CH:9]=1.CC1(C)C(C)(C)OB([C:32]2[CH:33]=[N:34][C:35]([NH2:38])=[N:36][CH:37]=2)O1, predict the reaction product. The product is: [NH2:38][C:35]1[N:36]=[CH:37][C:32]([C:8]2[CH:13]=[CH:12][C:11]([C:14]3([C:17]([O:19][C:20]([CH3:23])([CH3:22])[CH3:21])=[O:18])[CH2:16][CH2:15]3)=[CH:10][CH:9]=2)=[CH:33][N:34]=1. (3) Given the reactants CS(O[C:6]12[CH2:15][CH:10]3[CH2:11][CH:12]([CH2:14][C:8]([NH:16][C:17]([O:19][C:20]([CH3:23])([CH3:22])[CH3:21])=[O:18])([CH2:9]3)[CH2:7]1)[CH2:13]2)(=O)=O.[NH2:24][C:25]1[N:30]=[CH:29][CH:28]=[CH:27][N:26]=1, predict the reaction product. The product is: [C:20]([O:19][C:17](=[O:18])[NH:16][C:8]12[CH2:14][CH:12]3[CH2:11][CH:10]([CH2:15][C:6]([NH:24][C:25]4[N:30]=[CH:29][CH:28]=[CH:27][N:26]=4)([CH2:13]3)[CH2:7]1)[CH2:9]2)([CH3:23])([CH3:22])[CH3:21].